Dataset: Catalyst prediction with 721,799 reactions and 888 catalyst types from USPTO. Task: Predict which catalyst facilitates the given reaction. (1) Reactant: [Br:1][C:2]1[C:7]([CH:8]=[O:9])=[C:6]([F:10])[C:5]([O:11]C)=[CH:4][CH:3]=1.B(Br)(Br)Br. Product: [Br:1][C:2]1[C:7]([CH:8]=[O:9])=[C:6]([F:10])[C:5]([OH:11])=[CH:4][CH:3]=1. The catalyst class is: 4. (2) Reactant: S1[CH2:6][CH2:5][C:4](=[O:7])[CH2:3][CH2:2]1.O[O:9][S:10]([O-:12])=O.[K+].C([O-])(O)=O.[Na+]. Product: [O:9]=[S:10]1(=[O:12])[CH2:6][CH2:5][C:4](=[O:7])[CH2:3][CH2:2]1. The catalyst class is: 144. (3) Reactant: [CH3:1][S:2][CH2:3][CH2:4][NH2:5].[Cl:6][C:7]1[CH:12]=[CH:11][C:10]([CH2:13]Cl)=[CH:9][N:8]=1.[H-].[Na+].O. Product: [Cl:6][C:7]1[CH:12]=[CH:11][C:10]([CH2:13][NH:5][CH2:4][CH2:3][S:2][CH3:1])=[CH:9][N:8]=1. The catalyst class is: 9. (4) Product: [CH3:14][N:13]1[C:9]([C:3](=[N:2][O:1][CH2:16][C:17]2[N:22]=[C:21]([N:23]3[C:24](=[O:33])[C:25]4[C:30](=[CH:29][CH:28]=[CH:27][CH:26]=4)[C:31]3=[O:32])[CH:20]=[CH:19][CH:18]=2)[C:4]2[CH:8]=[CH:7][S:6][CH:5]=2)=[CH:10][N:11]=[CH:12]1. Reactant: [OH:1][N:2]=[C:3]([C:9]1[N:13]([CH3:14])[CH:12]=[N:11][CH:10]=1)[C:4]1[CH:8]=[CH:7][S:6][CH:5]=1.Br[CH2:16][C:17]1[N:22]=[C:21]([N:23]2[C:31](=[O:32])[C:30]3[C:25](=[CH:26][CH:27]=[CH:28][CH:29]=3)[C:24]2=[O:33])[CH:20]=[CH:19][CH:18]=1.C(=O)([O-])[O-].[Cs+].[Cs+].[I-].[K+]. The catalyst class is: 10. (5) Reactant: [Cl:1][C:2]1[C:3]2[C:10]([CH:11]([C:13]3[CH:18]=[CH:17][CH:16]=[CH:15][CH:14]=3)O)=[CH:9][NH:8][C:4]=2[N:5]=[CH:6][N:7]=1.C([SiH](CC)CC)C.FC(F)(F)C(O)=O. Product: [CH2:11]([C:10]1[C:3]2[C:2]([Cl:1])=[N:7][CH:6]=[N:5][C:4]=2[NH:8][CH:9]=1)[C:13]1[CH:18]=[CH:17][CH:16]=[CH:15][CH:14]=1. The catalyst class is: 2.